From a dataset of Catalyst prediction with 721,799 reactions and 888 catalyst types from USPTO. Predict which catalyst facilitates the given reaction. (1) Reactant: [C:1]([O:9][CH:10]1[CH2:18][CH:13]2[O:14][C:15](=[O:17])[CH2:16][CH:12]2[CH:11]1[CH:19]=[CH:20][C:21](=[O:31])[CH2:22][O:23][C:24]1[CH:29]=[CH:28][CH:27]=[C:26]([Cl:30])[CH:25]=1)(=[O:8])[C:2]1[CH:7]=[CH:6][CH:5]=[CH:4][CH:3]=1.B(Cl)([C@@H]1[C@@H](C)[C@H]2C(C)(C)[C@H](C2)C1)[C@@H]1[C@@H](C)[C@H]2C(C)(C)[C@H](C2)C1. Product: [C:1]([O:9][CH:10]1[CH2:18][CH:13]2[O:14][C:15](=[O:17])[CH2:16][CH:12]2[CH:11]1[CH:19]=[CH:20][CH:21]([OH:31])[CH2:22][O:23][C:24]1[CH:29]=[CH:28][CH:27]=[C:26]([Cl:30])[CH:25]=1)(=[O:8])[C:2]1[CH:3]=[CH:4][CH:5]=[CH:6][CH:7]=1. The catalyst class is: 1. (2) Reactant: [C:1]([CH:3]=[C:4]1[CH2:9][CH2:8][N:7](C(OC(C)(C)C)=O)[CH2:6][CH2:5]1)#[N:2].[F:17][C:18]([F:23])([F:22])[C:19]([OH:21])=[O:20]. Product: [OH:21][C:19]([C:18]([F:23])([F:22])[F:17])=[O:20].[NH:7]1[CH2:8][CH2:9][C:4](=[CH:3][C:1]#[N:2])[CH2:5][CH2:6]1. The catalyst class is: 4. (3) Reactant: [F:1][C:2]1[CH:7]=[CH:6][C:5]([F:8])=[CH:4][C:3]=1[CH:9]([S:20]([C:23]1[CH:28]=[CH:27][C:26]([F:29])=[CH:25][CH:24]=1)(=[O:22])=[O:21])[C:10]1[C:11]([CH3:19])=[CH:12][C:13]([C:16](O)=[O:17])=[N:14][CH:15]=1.F[P-](F)(F)(F)(F)F.[N:37]1(O[P+](N2CCCC2)(N2CCCC2)N2CCCC2)C2C=CC=CC=2N=N1.ON1C2C=CC=CC=2N=N1.[Cl-].[NH4+].C(N(C(C)C)C(C)C)C. Product: [F:1][C:2]1[CH:7]=[CH:6][C:5]([F:8])=[CH:4][C:3]=1[CH:9]([S:20]([C:23]1[CH:28]=[CH:27][C:26]([F:29])=[CH:25][CH:24]=1)(=[O:21])=[O:22])[C:10]1[C:11]([CH3:19])=[CH:12][C:13]([C:16]([NH2:37])=[O:17])=[N:14][CH:15]=1. The catalyst class is: 255.